Regression/Classification. Given a drug SMILES string, predict its absorption, distribution, metabolism, or excretion properties. Task type varies by dataset: regression for continuous measurements (e.g., permeability, clearance, half-life) or binary classification for categorical outcomes (e.g., BBB penetration, CYP inhibition). Dataset: b3db_classification. From a dataset of Blood-brain barrier permeability classification from the B3DB database. (1) The molecule is C[C@H](N)[C@@H](O)c1ccccc1. The result is 1 (penetrates BBB). (2) The molecule is CCCN[C@H]1CCc2nc(N)sc2C1. The result is 1 (penetrates BBB).